Dataset: Full USPTO retrosynthesis dataset with 1.9M reactions from patents (1976-2016). Task: Predict the reactants needed to synthesize the given product. (1) Given the product [CH2:18]([O:17][C:15](=[O:16])[NH:14][C@H:11]1[CH2:12][CH2:13][NH:8][CH2:9][C@H:10]1[NH:25][C:26](=[O:40])[C:27]1[CH:32]=[CH:31][C:30]([N:33]2[CH:38]=[CH:37][CH:36]=[CH:35][C:34]2=[O:39])=[CH:29][CH:28]=1)[C:19]1[CH:24]=[CH:23][CH:22]=[CH:21][CH:20]=1.[C:43]([OH:45])([C:42]([F:47])([F:46])[F:41])=[O:44], predict the reactants needed to synthesize it. The reactants are: C(OC([N:8]1[CH2:13][CH2:12][C@H:11]([NH:14][C:15]([O:17][CH2:18][C:19]2[CH:24]=[CH:23][CH:22]=[CH:21][CH:20]=2)=[O:16])[C@H:10]([NH:25][C:26](=[O:40])[C:27]2[CH:32]=[CH:31][C:30]([N:33]3[CH:38]=[CH:37][CH:36]=[CH:35][C:34]3=[O:39])=[CH:29][CH:28]=2)[CH2:9]1)=O)(C)(C)C.[F:41][C:42]([F:47])([F:46])[C:43]([OH:45])=[O:44]. (2) Given the product [CH3:12][O:13][C:14]1[CH:15]=[C:16]2[C:21](=[CH:22][C:23]=1[O:24][CH3:25])[N:20]=[CH:19][N:18]=[C:17]2[NH:26][C:27]1[S:28][C:29]2[CH:35]=[C:34]([NH:36][C:1](=[O:10])[C:2]3[CH:7]=[CH:6][CH:5]=[C:4]([O:8][CH3:9])[CH:3]=3)[CH:33]=[CH:32][C:30]=2[N:31]=1, predict the reactants needed to synthesize it. The reactants are: [C:1](Cl)(=[O:10])[C:2]1[CH:7]=[CH:6][CH:5]=[C:4]([O:8][CH3:9])[CH:3]=1.[CH3:12][O:13][C:14]1[CH:15]=[C:16]2[C:21](=[CH:22][C:23]=1[O:24][CH3:25])[N:20]=[CH:19][N:18]=[C:17]2[NH:26][C:27]1[S:28][C:29]2[CH:35]=[C:34]([NH2:36])[CH:33]=[CH:32][C:30]=2[N:31]=1. (3) Given the product [CH3:29][O:28][C:25]1[CH:26]=[C:27]2[C:22](=[CH:23][C:24]=1[O:30][CH3:31])[N:21]=[CH:20][N:19]=[C:18]2[N:13]1[CH2:14][CH2:15][O:16][CH:11]([C:5]2[CH:4]=[C:3]([O:2][CH3:1])[CH:8]=[C:7]([O:9][CH3:10])[CH:6]=2)[CH2:12]1, predict the reactants needed to synthesize it. The reactants are: [CH3:1][O:2][C:3]1[CH:4]=[C:5]([CH:11]2[O:16][CH2:15][CH2:14][NH:13][CH2:12]2)[CH:6]=[C:7]([O:9][CH3:10])[CH:8]=1.Cl[C:18]1[C:27]2[C:22](=[CH:23][C:24]([O:30][CH3:31])=[C:25]([O:28][CH3:29])[CH:26]=2)[N:21]=[CH:20][N:19]=1. (4) Given the product [ClH:30].[CH:1]([N:4]([CH3:23])[C:5]1[CH:14]=[CH:13][C:12]2[CH2:11][NH:10][CH2:9][C@H:8]([CH3:22])[C:7]=2[N:6]=1)([CH3:3])[CH3:2], predict the reactants needed to synthesize it. The reactants are: [CH:1]([N:4]([CH3:23])[C:5]1[CH:14]=[CH:13][C:12]2[CH2:11][N:10](C(OC(C)(C)C)=O)[CH2:9][C@H:8]([CH3:22])[C:7]=2[N:6]=1)([CH3:3])[CH3:2].C(OCC)(=O)C.[ClH:30].